From a dataset of Catalyst prediction with 721,799 reactions and 888 catalyst types from USPTO. Predict which catalyst facilitates the given reaction. (1) Reactant: [N:1]12[CH2:8][CH2:7][CH:4]([CH2:5][CH2:6]1)[CH:3]([NH:9][C:10]([C:12]1[CH:13]=[CH:14][CH:15]=[C:16]3[O:20][C:19]([C:21]4[CH:26]=[CH:25][C:24]([C:27]#[C:28][Si](C)(C)C)=[CH:23][CH:22]=4)=[N:18][C:17]=13)=[O:11])[CH2:2]2.C(=O)([O-])[O-].[K+].[K+].CO. Product: [N:1]12[CH2:6][CH2:5][CH:4]([CH2:7][CH2:8]1)[CH:3]([NH:9][C:10]([C:12]1[CH:13]=[CH:14][CH:15]=[C:16]3[O:20][C:19]([C:21]4[CH:22]=[CH:23][C:24]([C:27]#[CH:28])=[CH:25][CH:26]=4)=[N:18][C:17]=13)=[O:11])[CH2:2]2. The catalyst class is: 13. (2) Reactant: [C:1]12([C:11]3[CH:12]=[C:13]([C:25]4[CH:26]=[C:27]([CH:30]=[CH:31][CH:32]=4)[CH:28]=[O:29])[CH:14]=[CH:15][C:16]=3[O:17][Si](C(C)(C)C)(C)C)[CH2:10][CH:5]3[CH2:6][CH:7]([CH2:9][CH:3]([CH2:4]3)[CH2:2]1)[CH2:8]2.[F-].C([N+](CCCC)(CCCC)CCCC)CCC. Product: [C:1]12([C:11]3[CH:12]=[C:13]([C:25]4[CH:26]=[C:27]([CH:30]=[CH:31][CH:32]=4)[CH:28]=[O:29])[CH:14]=[CH:15][C:16]=3[OH:17])[CH2:10][CH:5]3[CH2:4][CH:3]([CH2:9][CH:7]([CH2:6]3)[CH2:8]1)[CH2:2]2. The catalyst class is: 1. (3) Reactant: CCCC[N+:5]([CH2:14][CH2:15][CH2:16][CH3:17])(CCCC)CCCC.[F-].O1C2C=CC=CC=2C=C1[C:28]1[C:29](=[O:64])[NH:30][C:31](=[O:63])[C:32]=1[C:33]1[C:41]2[C:36](=[N:37][CH:38]=[CH:39][CH:40]=2)[N:35]([CH2:42][CH2:43][CH2:44][O:45][Si](C(C)(C)C)(C2C=CC=CC=2)C2C=CC=CC=2)[CH:34]=1. Product: [OH:45][CH2:44][CH2:43][CH2:42][N:35]1[C:36]2=[N:37][CH:38]=[CH:39][CH:40]=[C:41]2[C:33]([C:32]2[C:31](=[O:63])[NH:30][C:29](=[O:64])[C:28]=2[C:16]2[CH:15]=[CH:14][NH:5][CH:17]=2)=[CH:34]1. The catalyst class is: 1. (4) Reactant: ClC1C=CC=CC=1C([NH:6][C:7]1[N:11]([C:12]2[C:17]([Cl:18])=[CH:16][C:15]([Cl:19])=[CH:14][C:13]=2[Cl:20])[N:10]=[C:9]([CH3:21])[C:8]=1[C:22](=[O:30])[C:23]1[CH:28]=[CH:27][CH:26]=[CH:25][C:24]=1[Cl:29])=O.Br.O. Product: [NH2:6][C:7]1[N:11]([C:12]2[C:17]([Cl:18])=[CH:16][C:15]([Cl:19])=[CH:14][C:13]=2[Cl:20])[N:10]=[C:9]([CH3:21])[C:8]=1[C:22](=[O:30])[C:23]1[CH:28]=[CH:27][CH:26]=[CH:25][C:24]=1[Cl:29]. The catalyst class is: 15. (5) Reactant: [CH2:1]=[C:2]([C:4]1[C:5]([C:10]#[N:11])=[N:6][CH:7]=[CH:8][CH:9]=1)[CH3:3].[C:12]([OH:15])(=[O:14])[CH3:13]. Product: [C:12]([OH:15])(=[O:14])[CH3:13].[CH:2]([C:4]1[C:5]([CH2:10][NH2:11])=[N:6][CH:7]=[CH:8][CH:9]=1)([CH3:3])[CH3:1]. The catalyst class is: 45.